Dataset: Peptide-MHC class II binding affinity with 134,281 pairs from IEDB. Task: Regression. Given a peptide amino acid sequence and an MHC pseudo amino acid sequence, predict their binding affinity value. This is MHC class II binding data. The peptide sequence is NNVVQALTSLGLLYT. The MHC is DRB1_0405 with pseudo-sequence DRB1_0405. The binding affinity (normalized) is 0.566.